From a dataset of Reaction yield outcomes from USPTO patents with 853,638 reactions. Predict the reaction yield, written as a fraction of the theoretical maximum amount of product (1.0 means a 100% yield; for example, 0.34 means a 34% yield). (1) The reactants are [F:1][C:2]1[S:6][C:5]([C:7](=[O:9])[CH3:8])=[CH:4][CH:3]=1.C(N(C(C)C)CC)(C)C.FC(F)(F)S(O[Si](C)(C)C)(=O)=O.[Br:31]N1C(=O)CCC1=O.C(=O)(O)[O-].[Na+]. The catalyst is ClCCl.O. The product is [Br:31][CH2:8][C:7]([C:5]1[S:6][C:2]([F:1])=[CH:3][CH:4]=1)=[O:9]. The yield is 0.890. (2) The reactants are [CH3:1][O:2][C:3]1[CH:8]=[CH:7][C:6]([NH2:9])=[CH:5][CH:4]=1.C(N(CC)CC)C.[C:17](O)(=[O:24])[C:18]1[CH:23]=[CH:22][N:21]=[CH:20][CH:19]=1.CCCP1(OP(CCC)(=O)OP(CCC)(=O)O1)=O. The catalyst is C(OCC)(=O)C. The product is [CH3:1][O:2][C:3]1[CH:8]=[CH:7][C:6]([NH:9][C:17](=[O:24])[C:18]2[CH:23]=[CH:22][N:21]=[CH:20][CH:19]=2)=[CH:5][CH:4]=1. The yield is 0.880. (3) The yield is 0.700. The catalyst is ClCCCl.C1(C)C=CC=CC=1.C(Cl)Cl.CCOC(C)=O.CC(C)[O-].[Ti+4].CC(C)[O-].CC(C)[O-].CC(C)[O-]. The reactants are [C:1]([N:8]1CCC(=O)CC1)(OC(C)(C)C)=O.[CH2:15]([NH:18][CH2:19][CH:20]=[CH2:21])[CH:16]=[CH2:17].[C-]#N.C([Al+]CC)C. The product is [CH2:15]([N:18]([C:1]#[N:8])[CH2:19][CH:20]=[CH2:21])[CH:16]=[CH2:17]. (4) The reactants are C(Cl)(Cl)Cl.[F:5][C:6]([F:23])([F:22])[C:7]1[CH:12]=[CH:11][C:10]([CH:13]2[C:17]([OH:18])=[C:16]([C:19]([CH3:21])=[O:20])[CH2:15][S:14]2)=[CH:9][CH:8]=1.S(Cl)(Cl)(=O)=O. The catalyst is O. The product is [F:22][C:6]([F:5])([F:23])[C:7]1[CH:8]=[CH:9][C:10]([C:13]2[S:14][CH:15]=[C:16]([C:19]([CH3:21])=[O:20])[C:17]=2[OH:18])=[CH:11][CH:12]=1. The yield is 0.690. (5) The product is [C:9]1([C:8](=[N:15][CH2:16][C:17]2([C:30]([NH:31][C:32]3[CH:37]=[CH:36][C:35]([CH3:38])=[CH:34][N:33]=3)=[O:39])[CH2:22][CH2:21][NH:20][CH2:19][CH2:18]2)[C:2]2[CH:3]=[CH:4][CH:5]=[CH:6][CH:7]=2)[CH:14]=[CH:13][CH:12]=[CH:11][CH:10]=1. The catalyst is O1CCOCC1.CO. The yield is 0.890. The reactants are Cl.[C:2]1([C:8](=[N:15][CH2:16][C:17]2([C:30](=[O:39])[NH:31][C:32]3[CH:37]=[CH:36][C:35]([CH3:38])=[CH:34][N:33]=3)[CH2:22][CH2:21][N:20](C(OC(C)(C)C)=O)[CH2:19][CH2:18]2)[C:9]2[CH:14]=[CH:13][CH:12]=[CH:11][CH:10]=2)[CH:7]=[CH:6][CH:5]=[CH:4][CH:3]=1.